This data is from Forward reaction prediction with 1.9M reactions from USPTO patents (1976-2016). The task is: Predict the product of the given reaction. (1) Given the reactants [CH3:1][O:2][C:3](=[O:24])[C:4]1[CH:9]=[C:8]([Br:10])[CH:7]=[C:6]([CH3:11])[C:5]=1[NH:12][S:13]([C:16]1[CH:21]=[CH:20][C:19]([O:22][CH3:23])=[CH:18][CH:17]=1)(=[O:15])=[O:14].[H-].[Na+].I[CH3:28], predict the reaction product. The product is: [CH3:1][O:2][C:3](=[O:24])[C:4]1[CH:9]=[C:8]([Br:10])[CH:7]=[C:6]([CH3:11])[C:5]=1[N:12]([S:13]([C:16]1[CH:21]=[CH:20][C:19]([O:22][CH3:23])=[CH:18][CH:17]=1)(=[O:15])=[O:14])[CH3:28]. (2) The product is: [CH2:12]([O:19][C:5]1[C:4]([Br:3])=[CH:9][C:8]([Cl:10])=[CH:7][N:6]=1)[C:13]1[CH:18]=[CH:17][CH:16]=[CH:15][CH:14]=1. Given the reactants [H-].[Na+].[Br:3][C:4]1[C:5](Cl)=[N:6][CH:7]=[C:8]([Cl:10])[CH:9]=1.[CH2:12]([OH:19])[C:13]1[CH:18]=[CH:17][CH:16]=[CH:15][CH:14]=1.[H][H], predict the reaction product. (3) The product is: [Cl:16][C:17]1[CH:24]=[CH:23][CH:22]=[C:21]([F:25])[C:18]=1[CH2:19][C:10]1[S:11][C:5]2[C:4]([CH2:12][CH:13]([CH3:15])[CH3:14])=[N:3][N:2]([CH3:1])[C:7](=[O:8])[C:6]=2[CH:9]=1. Given the reactants [CH3:1][N:2]1[C:7](=[O:8])[C:6]2[CH:9]=[CH:10][S:11][C:5]=2[C:4]([CH2:12][CH:13]([CH3:15])[CH3:14])=[N:3]1.[Cl:16][C:17]1[CH:24]=[CH:23][CH:22]=[C:21]([F:25])[C:18]=1[CH:19]=O, predict the reaction product. (4) Given the reactants Br[C:2]1[CH:6]=[C:5]([C:7]([CH3:10])([CH3:9])[CH3:8])[S:4][C:3]=1[C:11]1[S:12][C:13]([C:16]2[S:17][C:18]([C:21]([CH3:24])([CH3:23])[CH3:22])=[CH:19][CH:20]=2)=[CH:14][CH:15]=1.C(=O)=O.CC(C)=O.[Li]CCCC.[F:37][C:38]1([F:49])[C:42]([F:43])=[C:41](F)[C:40]([F:46])([F:45])[C:39]1([F:48])[F:47].Cl, predict the reaction product. The product is: [C:7]([C:5]1[S:4][C:3]([C:11]2[S:12][C:13]([C:16]3[S:17][C:18]([C:21]([CH3:24])([CH3:23])[CH3:22])=[CH:19][CH:20]=3)=[CH:14][CH:15]=2)=[C:2]([C:41]2[C:40]([F:46])([F:45])[C:39]([F:47])([F:48])[C:38]([F:37])([F:49])[C:42]=2[F:43])[CH:6]=1)([CH3:10])([CH3:9])[CH3:8].